This data is from Full USPTO retrosynthesis dataset with 1.9M reactions from patents (1976-2016). The task is: Predict the reactants needed to synthesize the given product. (1) Given the product [C:3]([O:6][C@@H:7]1[C@@H:12]([O:13][C:14](=[O:16])[CH3:15])[C@H:11]([O:17][C:18](=[O:20])[CH3:19])[C@@H:10]([CH2:21][O:22][C:23](=[O:25])[CH3:24])[O:9][C@H:8]1[C:26]1[CH:31]=[C:30]([CH2:32][C:33]2[S:34][C:35]3[CH:41]=[CH:40][CH:39]=[CH:38][C:36]=3[CH:37]=2)[CH:29]=[CH:28][C:27]=1[O:42][CH2:44][C@@H:45]1[CH2:49][O:48][C:47]([CH3:51])([CH3:50])[O:46]1)(=[O:5])[CH3:4], predict the reactants needed to synthesize it. The reactants are: [H-].[Na+].[C:3]([O:6][C@@H:7]1[C@@H:12]([O:13][C:14](=[O:16])[CH3:15])[C@H:11]([O:17][C:18](=[O:20])[CH3:19])[C@@H:10]([CH2:21][O:22][C:23](=[O:25])[CH3:24])[O:9][C@H:8]1[C:26]1[CH:31]=[C:30]([CH2:32][C:33]2[S:34][C:35]3[CH:41]=[CH:40][CH:39]=[CH:38][C:36]=3[CH:37]=2)[CH:29]=[CH:28][C:27]=1[OH:42])(=[O:5])[CH3:4].Cl[CH2:44][C@@H:45]1[CH2:49][O:48][C:47]([CH3:51])([CH3:50])[O:46]1. (2) Given the product [CH3:26][C:19]1[CH:20]=[C:21]([CH3:25])[CH:22]=[C:23]([CH3:24])[C:18]=1[S:17][C:16]1[C:11]2[CH:10]=[CH:9][NH:8][C:12]=2[N:13]=[C:14]([NH:27][C:28]2[CH:29]=[CH:30][C:31]([C:32]#[N:33])=[CH:34][CH:35]=2)[N:15]=1, predict the reactants needed to synthesize it. The reactants are: C([N:8]1[C:12]2[N:13]=[C:14]([NH:27][C:28]3[CH:35]=[CH:34][C:31]([C:32]#[N:33])=[CH:30][CH:29]=3)[N:15]=[C:16]([S:17][C:18]3[C:23]([CH3:24])=[CH:22][C:21]([CH3:25])=[CH:20][C:19]=3[CH3:26])[C:11]=2[CH:10]=[CH:9]1)C1C=CC=CC=1.[Cl-].[Al+3].[Cl-].[Cl-].